From a dataset of Forward reaction prediction with 1.9M reactions from USPTO patents (1976-2016). Predict the product of the given reaction. (1) Given the reactants [NH2:1][C:2]1[C:3]([Cl:8])=[N:4][CH:5]=[CH:6][CH:7]=1.O=[C:10]1[CH2:15][CH2:14][N:13]([C:16]([O:18][CH2:19][CH3:20])=[O:17])[CH2:12][CH2:11]1.FC(F)(F)C(O)=O.[BH4-].[Na+].[OH-].[Na+], predict the reaction product. The product is: [Cl:8][C:3]1[C:2]([NH:1][CH:10]2[CH2:15][CH2:14][N:13]([C:16]([O:18][CH2:19][CH3:20])=[O:17])[CH2:12][CH2:11]2)=[CH:7][CH:6]=[CH:5][N:4]=1. (2) The product is: [ClH:18].[F:14][C@H:12]1[CH2:13][NH:8][CH2:9][C:10]([CH3:17])([CH3:16])[C@H:11]1[OH:15]. Given the reactants C(OC([N:8]1[CH2:13][C@H:12]([F:14])[C@H:11]([OH:15])[C:10]([CH3:17])([CH3:16])[CH2:9]1)=O)(C)(C)C.[ClH:18], predict the reaction product.